This data is from Reaction yield outcomes from USPTO patents with 853,638 reactions. The task is: Predict the reaction yield, written as a fraction of the theoretical maximum amount of product (1.0 means a 100% yield; for example, 0.34 means a 34% yield). The reactants are [N:1]([CH2:4][C@@H:5]([NH:14]C(=O)OC(C)(C)C)[C:6]1[CH:11]=[C:10]([F:12])[CH:9]=[C:8]([Br:13])[CH:7]=1)=[N+:2]=[N-:3].[ClH:22]. The catalyst is O1CCOCC1. The product is [ClH:22].[N:1]([CH2:4][C@H:5]([C:6]1[CH:11]=[C:10]([F:12])[CH:9]=[C:8]([Br:13])[CH:7]=1)[NH2:14])=[N+:2]=[N-:3]. The yield is 1.00.